From a dataset of Acute oral toxicity (LD50) regression data from Zhu et al.. Regression/Classification. Given a drug SMILES string, predict its toxicity properties. Task type varies by dataset: regression for continuous values (e.g., LD50, hERG inhibition percentage) or binary classification for toxic/non-toxic outcomes (e.g., AMES mutagenicity, cardiotoxicity, hepatotoxicity). Dataset: ld50_zhu. (1) The molecule is C=C(C)C1CC=C(CO)CC1. The rat oral LD50 is 1.86, given as -log10 of the dose in mol/kg body weight (higher means more acutely toxic). (2) The molecule is CC(=O)C=CC1C(C)=CCCC1(C)C. The rat oral LD50 is 1.62, given as -log10 of the dose in mol/kg body weight (higher means more acutely toxic). (3) The drug is CNC(=O)Oc1ccccc1C1OCC(C)(C)O1. The rat oral LD50 is 3.36, given as -log10 of the dose in mol/kg body weight (higher means more acutely toxic). (4) The molecule is O=S(=O)(O)c1c(O)ccc2ccccc12. The rat oral LD50 is 1.85, given as -log10 of the dose in mol/kg body weight (higher means more acutely toxic). (5) The molecule is Cc1cc(Cl)ccc1OCC(=O)Nc1ccccc1. The rat oral LD50 is 1.79, given as -log10 of the dose in mol/kg body weight (higher means more acutely toxic). (6) The molecule is ClC1OCCOC1Cl. The rat oral LD50 is 2.05, given as -log10 of the dose in mol/kg body weight (higher means more acutely toxic). (7) The compound is CN(C)C(=O)C(c1ccccc1)c1ccccc1. The rat oral LD50 is 2.54, given as -log10 of the dose in mol/kg body weight (higher means more acutely toxic). (8) The drug is BrCCc1ccccc1. The rat oral LD50 is 2.36, given as -log10 of the dose in mol/kg body weight (higher means more acutely toxic). (9) The compound is NC(=S)NC(N)=S. The rat oral LD50 is 4.43, given as -log10 of the dose in mol/kg body weight (higher means more acutely toxic). (10) The compound is COc1cc(O)c(C(=O)c2ccccc2)cc1S(=O)(=O)O. The rat oral LD50 is 1.94, given as -log10 of the dose in mol/kg body weight (higher means more acutely toxic).